Dataset: NCI-60 drug combinations with 297,098 pairs across 59 cell lines. Task: Regression. Given two drug SMILES strings and cell line genomic features, predict the synergy score measuring deviation from expected non-interaction effect. (1) Drug 1: CN1CCC(CC1)COC2=C(C=C3C(=C2)N=CN=C3NC4=C(C=C(C=C4)Br)F)OC. Drug 2: CC12CCC3C(C1CCC2O)C(CC4=C3C=CC(=C4)O)CCCCCCCCCS(=O)CCCC(C(F)(F)F)(F)F. Cell line: LOX IMVI. Synergy scores: CSS=8.14, Synergy_ZIP=-2.87, Synergy_Bliss=-0.249, Synergy_Loewe=-0.769, Synergy_HSA=1.05. (2) Drug 1: CCCS(=O)(=O)NC1=C(C(=C(C=C1)F)C(=O)C2=CNC3=C2C=C(C=N3)C4=CC=C(C=C4)Cl)F. Drug 2: CC1=C(C(=CC=C1)Cl)NC(=O)C2=CN=C(S2)NC3=CC(=NC(=N3)C)N4CCN(CC4)CCO. Cell line: HOP-62. Synergy scores: CSS=23.1, Synergy_ZIP=5.60, Synergy_Bliss=12.2, Synergy_Loewe=8.53, Synergy_HSA=11.2. (3) Drug 1: CC=C1C(=O)NC(C(=O)OC2CC(=O)NC(C(=O)NC(CSSCCC=C2)C(=O)N1)C(C)C)C(C)C. Drug 2: C1=CC=C(C(=C1)C(C2=CC=C(C=C2)Cl)C(Cl)Cl)Cl. Cell line: SNB-19. Synergy scores: CSS=64.5, Synergy_ZIP=-0.432, Synergy_Bliss=-2.40, Synergy_Loewe=-66.6, Synergy_HSA=-3.51. (4) Synergy scores: CSS=13.3, Synergy_ZIP=2.05, Synergy_Bliss=4.34, Synergy_Loewe=-30.5, Synergy_HSA=-7.96. Cell line: NCI-H522. Drug 1: COC1=NC(=NC2=C1N=CN2C3C(C(C(O3)CO)O)O)N. Drug 2: CCC1=C2CN3C(=CC4=C(C3=O)COC(=O)C4(CC)O)C2=NC5=C1C=C(C=C5)O. (5) Drug 1: C1=CC(=CC=C1CCC2=CNC3=C2C(=O)NC(=N3)N)C(=O)NC(CCC(=O)O)C(=O)O. Drug 2: CC1=C(N=C(N=C1N)C(CC(=O)N)NCC(C(=O)N)N)C(=O)NC(C(C2=CN=CN2)OC3C(C(C(C(O3)CO)O)O)OC4C(C(C(C(O4)CO)O)OC(=O)N)O)C(=O)NC(C)C(C(C)C(=O)NC(C(C)O)C(=O)NCCC5=NC(=CS5)C6=NC(=CS6)C(=O)NCCC[S+](C)C)O. Cell line: NCI-H322M. Synergy scores: CSS=26.9, Synergy_ZIP=-8.30, Synergy_Bliss=3.21, Synergy_Loewe=1.39, Synergy_HSA=3.14.